Dataset: Catalyst prediction with 721,799 reactions and 888 catalyst types from USPTO. Task: Predict which catalyst facilitates the given reaction. (1) Reactant: [Cl:1][C:2]1[N:10]=[C:9]([CH3:11])[CH:8]=[CH:7][C:3]=1[C:4](O)=[O:5]. Product: [Cl:1][C:2]1[C:3]([CH2:4][OH:5])=[CH:7][CH:8]=[C:9]([CH3:11])[N:10]=1. The catalyst class is: 1. (2) Product: [Cl:27][C:13]1[C:12]([CH3:28])=[C:11]([C:10]2[C:3]3[C:2]([O:30][C@H:31]([CH2:37][C:38]4[CH:43]=[CH:42][CH:41]=[CH:40][C:39]=4[O:44][CH2:45][C:46]4[CH:51]=[CH:50][CH:49]=[CH:48][N:47]=4)[C:32]([O:34][CH2:35][CH3:36])=[O:33])=[N:7][CH:6]=[N:5][C:4]=3[S:8][C:9]=2[I:29])[CH:16]=[CH:15][C:14]=1[O:17][CH2:18][CH2:19][N:20]1[CH2:21][CH2:22][N:23]([CH3:26])[CH2:24][CH2:25]1. The catalyst class is: 170. Reactant: Cl[C:2]1[C:3]2[C:10]([C:11]3[CH:16]=[CH:15][C:14]([O:17][CH2:18][CH2:19][N:20]4[CH2:25][CH2:24][N:23]([CH3:26])[CH2:22][CH2:21]4)=[C:13]([Cl:27])[C:12]=3[CH3:28])=[C:9]([I:29])[S:8][C:4]=2[N:5]=[CH:6][N:7]=1.[OH:30][C@H:31]([CH2:37][C:38]1[CH:43]=[CH:42][CH:41]=[CH:40][C:39]=1[O:44][CH2:45][C:46]1[CH:51]=[CH:50][CH:49]=[CH:48][N:47]=1)[C:32]([O:34][CH2:35][CH3:36])=[O:33].C([O-])([O-])=O.[Cs+].[Cs+].C(O)(C)(C)C. (3) Reactant: Br[C:2]1[CH:3]=[C:4]2[C:9](=[CH:10][CH:11]=1)[NH:8][C:7]([C:12]1[CH:17]=[CH:16][CH:15]=[CH:14][CH:13]=1)=[CH:6][C:5]2=[O:18].[CH:19]([Sn](CCCC)(CCCC)CCCC)=[CH2:20].CCOC(C)=O.O. Product: [C:12]1([C:7]2[NH:8][C:9]3[C:4]([C:5](=[O:18])[CH:6]=2)=[CH:3][C:2]([CH:19]=[CH2:20])=[CH:11][CH:10]=3)[CH:17]=[CH:16][CH:15]=[CH:14][CH:13]=1. The catalyst class is: 16. (4) Reactant: [BH4-].[Na+].[Cl:3][C:4]1[CH:5]=[N:6][C:7]2[C:12]([C:13]=1[CH2:14][CH:15]=[O:16])=[CH:11][C:10]([O:17][CH3:18])=[CH:9][CH:8]=2.CC(C)=O.ClCCl. Product: [Cl:3][C:4]1[CH:5]=[N:6][C:7]2[C:12]([C:13]=1[CH2:14][CH2:15][OH:16])=[CH:11][C:10]([O:17][CH3:18])=[CH:9][CH:8]=2. The catalyst class is: 357. (5) Reactant: C1C=CC2N(O)N=NC=2C=1.[CH:11]1([N:17]([C@H:35]2[CH2:40][CH2:39][C@H:38]([CH3:41])[CH2:37][CH2:36]2)[C:18](=[O:34])[NH:19][C:20]2[S:21][C:22]([S:25]([N:28]([CH2:30][C:31](O)=[O:32])[CH3:29])(=[O:27])=[O:26])=[CH:23][N:24]=2)[CH2:16][CH2:15][CH2:14][CH2:13][CH2:12]1.CCN=C=NCCCN(C)C.[CH:53]([N:56](C(C)C)[CH2:57][CH3:58])(C)[CH3:54].C(NCC)C. Product: [CH:11]1([N:17]([C@H:35]2[CH2:36][CH2:37][C@H:38]([CH3:41])[CH2:39][CH2:40]2)[C:18](=[O:34])[NH:19][C:20]2[S:21][C:22]([S:25]([N:28]([CH3:29])[CH2:30][C:31]([N:56]([CH2:57][CH3:58])[CH2:53][CH3:54])=[O:32])(=[O:27])=[O:26])=[CH:23][N:24]=2)[CH2:16][CH2:15][CH2:14][CH2:13][CH2:12]1. The catalyst class is: 3.